From a dataset of Full USPTO retrosynthesis dataset with 1.9M reactions from patents (1976-2016). Predict the reactants needed to synthesize the given product. Given the product [OH:23][C:10]1[C:20]2[C:15](=[CH:16][C:17]([I:22])=[C:18]([CH3:21])[CH:19]=2)[NH:14][C:12](=[O:13])[CH:11]=1, predict the reactants needed to synthesize it. The reactants are: IC1C=C(N[C:10](=[O:23])[CH2:11][C:12]([NH:14][C:15]2[CH:20]=[CH:19][C:18]([CH3:21])=[C:17]([I:22])[CH:16]=2)=[O:13])C=CC=1C.[Cl-].[Al+3].[Cl-].[Cl-].[Cl-].[Na+].